This data is from Catalyst prediction with 721,799 reactions and 888 catalyst types from USPTO. The task is: Predict which catalyst facilitates the given reaction. (1) The catalyst class is: 69. Product: [N:15]1[CH:20]=[CH:19][CH:18]=[CH:17][C:16]=1[CH2:21][O:6][C:7]1[CH:14]=[CH:13][C:10]([CH:11]=[O:12])=[CH:9][CH:8]=1. Reactant: CN(C)C=O.[OH:6][C:7]1[CH:14]=[CH:13][C:10]([CH:11]=[O:12])=[CH:9][CH:8]=1.[N:15]1[CH:20]=[CH:19][CH:18]=[CH:17][C:16]=1[CH2:21]Cl.C(=O)([O-])[O-].[K+].[K+]. (2) Reactant: [OH:1][C:2]1[CH:12]=[CH:11][CH:10]=[C:4]2[C:5]([O:7][C:8](=[O:9])[C:3]=12)=O.[CH3:13][O:14][C:15]1[CH:22]=[CH:21][C:18]([CH2:19][NH2:20])=[CH:17][CH:16]=1.C(O)(=O)C. Product: [OH:1][C:2]1[CH:12]=[CH:11][CH:10]=[C:4]2[C:3]=1[C:8](=[O:9])[N:20]([CH2:19][C:18]1[CH:21]=[CH:22][C:15]([O:14][CH3:13])=[CH:16][CH:17]=1)[C:5]2=[O:7]. The catalyst class is: 6. (3) Reactant: [F:1][C:2]([F:13])([F:12])[O:3][C:4]1[CH:11]=[CH:10][C:7]([CH2:8]Br)=[CH:6][CH:5]=1.C(=O)([O-])[O-].[K+].[K+].[CH2:20]([O:22][C:23](=[O:54])[CH2:24][C:25]1([CH2:28][CH2:29][CH:30](/[CH:45]=[CH:46]/[C:47]2[CH:52]=[CH:51][CH:50]=[CH:49][C:48]=2[OH:53])[CH2:31][C:32]2[CH:44]=[CH:43][C:35]([C:36]([O:38][C:39]([CH3:42])([CH3:41])[CH3:40])=[O:37])=[CH:34][CH:33]=2)[CH2:27][CH2:26]1)[CH3:21]. Product: [CH2:20]([O:22][C:23](=[O:54])[CH2:24][C:25]1([CH2:28][CH2:29][CH:30](/[CH:45]=[CH:46]/[C:47]2[CH:52]=[CH:51][CH:50]=[CH:49][C:48]=2[O:53][CH2:8][C:7]2[CH:10]=[CH:11][C:4]([O:3][C:2]([F:13])([F:12])[F:1])=[CH:5][CH:6]=2)[CH2:31][C:32]2[CH:33]=[CH:34][C:35]([C:36]([O:38][C:39]([CH3:42])([CH3:41])[CH3:40])=[O:37])=[CH:43][CH:44]=2)[CH2:26][CH2:27]1)[CH3:21]. The catalyst class is: 10. (4) Reactant: Cl[C:2]1[N:6](COCC[Si](C)(C)C)[C:5]2[CH:15]=[CH:16][CH:17]=[CH:18][C:4]=2[N:3]=1.N1CCC1.CCN(C(C)C)C(C)C. The catalyst class is: 8. Product: [NH:3]1[C:4]2[CH:18]=[CH:17][CH:16]=[CH:15][C:5]=2[N:6]=[CH:2]1. (5) Reactant: [CH3:1][NH:2][C:3]([CH3:6])([CH3:5])[CH3:4].C(N(CC)CC)C.ClC(Cl)(O[C:18](=[O:24])OC(Cl)(Cl)Cl)Cl.[Cl-].[F:27][C:28]1[CH:29]=[C:30]([CH:53]=[C:54]([F:56])[CH:55]=1)[CH2:31][NH2+:32][CH2:33][C:34]([NH:36][C:37]1[CH:38]=[C:39]2[C:43](=[CH:44][CH:45]=1)[CH2:42][C@@:41]1([C:49](=[O:50])[NH:48][C:47](=[O:51])[N:46]1[CH3:52])[CH2:40]2)=[O:35]. Product: [C:3]([N:2]([CH3:1])[C:18]([N:32]([CH2:31][C:30]1[CH:53]=[C:54]([F:56])[CH:55]=[C:28]([F:27])[CH:29]=1)[CH2:33][C:34]([NH:36][C:37]1[CH:38]=[C:39]2[C:43](=[CH:44][CH:45]=1)[CH2:42][C@@:41]1([C:49](=[O:50])[NH:48][C:47](=[O:51])[N:46]1[CH3:52])[CH2:40]2)=[O:35])=[O:24])([CH3:6])([CH3:5])[CH3:4]. The catalyst class is: 91.